The task is: Predict the product of the given reaction.. This data is from Forward reaction prediction with 1.9M reactions from USPTO patents (1976-2016). (1) Given the reactants Cl.[N:2]1[CH:7]=[CH:6][CH:5]=[CH:4][C:3]=1[N:8]1[C:16]2[CH2:15][CH2:14][NH:13][CH:12]([C:17]([O:19][CH2:20][CH3:21])=[O:18])[C:11]=2[N:10]=[CH:9]1.[Cl:22][C:23]1[C:31]([C:32]([F:35])([F:34])[F:33])=[CH:30][CH:29]=[CH:28][C:24]=1[C:25](O)=[O:26].CN(C(ON1N=NC2C=CC=NC1=2)=[N+](C)C)C.F[P-](F)(F)(F)(F)F.CCN(C(C)C)C(C)C, predict the reaction product. The product is: [Cl:22][C:23]1[C:31]([C:32]([F:33])([F:34])[F:35])=[CH:30][CH:29]=[CH:28][C:24]=1[C:25]([N:13]1[CH2:14][CH2:15][C:16]2[N:8]([C:3]3[CH:4]=[CH:5][CH:6]=[CH:7][N:2]=3)[CH:9]=[N:10][C:11]=2[CH:12]1[C:17]([O:19][CH2:20][CH3:21])=[O:18])=[O:26]. (2) Given the reactants [F:1][C:2]1[CH:3]=[C:4]([CH2:8][C:9]([C:11]2[CH:16]=[CH:15][CH:14]=[CH:13][C:12]=2[OH:17])=[O:10])[CH:5]=[CH:6][CH:7]=1.[C:18](OC(=O)C)(=O)[CH3:19].C([O-])(=O)C.[Na+], predict the reaction product. The product is: [F:1][C:2]1[CH:3]=[C:4]([C:8]2[C:9](=[O:10])[C:11]3[C:12](=[CH:13][CH:14]=[CH:15][CH:16]=3)[O:17][C:18]=2[CH3:19])[CH:5]=[CH:6][CH:7]=1. (3) The product is: [CH3:35][C:29]1([CH2:28][CH2:27][C:25]2[S:26][C:22]([CH:11]=[CH:10][CH2:9][CH2:8][CH2:7][C:1]3[CH:6]=[CH:5][CH:4]=[CH:3][CH:2]=3)=[CH:23][CH:24]=2)[CH2:33][O:32][C:31](=[O:34])[NH:30]1. Given the reactants [C:1]1([CH2:7][CH2:8][CH2:9][C:10]#[CH:11])[CH:6]=[CH:5][CH:4]=[CH:3][CH:2]=1.[B]1OC2C(=CC=CC=2)O1.Br[C:22]1[S:26][C:25]([CH2:27][CH2:28][C:29]2([CH3:35])[CH2:33][O:32][C:31](=[O:34])[NH:30]2)=[CH:24][CH:23]=1.[O-]CC.[Na+].[OH-].[Na+], predict the reaction product.